Task: Regression. Given a peptide amino acid sequence and an MHC pseudo amino acid sequence, predict their binding affinity value. This is MHC class I binding data.. Dataset: Peptide-MHC class I binding affinity with 185,985 pairs from IEDB/IMGT The peptide sequence is RGYVFQGL. The MHC is Patr-A0901 with pseudo-sequence Patr-A0901. The binding affinity (normalized) is 0.765.